From a dataset of Reaction yield outcomes from USPTO patents with 853,638 reactions. Predict the reaction yield, written as a fraction of the theoretical maximum amount of product (1.0 means a 100% yield; for example, 0.34 means a 34% yield). (1) The yield is 0.600. The product is [ClH:1].[ClH:1].[Cl:1][C:2]1[CH:3]=[CH:4][C:5]([S:8]([N:11]2[C:19]3[C:14](=[CH:15][CH:16]=[CH:17][CH:18]=3)[C:13](/[CH:20]=[C:21]3\[O:22][C:23]4[C:30]([CH2:31][N:32]5[CH2:37][CH2:36][NH:35][CH2:34][CH2:33]5)=[C:29]([OH:45])[CH:28]=[CH:27][C:24]=4[C:25]\3=[O:26])=[CH:12]2)(=[O:9])=[O:10])=[CH:6][CH:7]=1. The reactants are [Cl:1][C:2]1[CH:7]=[CH:6][C:5]([S:8]([N:11]2[C:19]3[C:14](=[CH:15][CH:16]=[CH:17][CH:18]=3)[C:13](/[CH:20]=[C:21]3\[O:22][C:23]4[C:30]([CH2:31][N:32]5[CH2:37][CH2:36][N:35](C(OC(C)(C)C)=O)[CH2:34][CH2:33]5)=[C:29]([OH:45])[CH:28]=[CH:27][C:24]=4[C:25]\3=[O:26])=[CH:12]2)(=[O:10])=[O:9])=[CH:4][CH:3]=1.FC(F)(F)C(O)=O. The catalyst is C(Cl)Cl. (2) The reactants are [CH3:1][C:2]1[NH:3][C:4]2[CH2:5][C:6]([CH3:29])([CH3:28])[CH2:7][C:8](=[O:27])[C:9]=2[C:10]=1[CH2:11][C:12]1[CH:17]=[CH:16][CH:15]=[CH:14][C:13]=1[S:18]([C:21]1[CH:26]=[CH:25][CH:24]=[CH:23][CH:22]=1)(=[O:20])=[O:19].Br[CH2:31][C:32]([O:34][CH2:35][CH3:36])=[O:33].C(=O)([O-])[O-].[K+].[K+].[I-].[K+]. The catalyst is C(#N)C.[Cl-].[NH4+]. The product is [CH3:1][C:2]1[N:3]([CH2:31][C:32]([O:34][CH2:35][CH3:36])=[O:33])[C:4]2[CH2:5][C:6]([CH3:29])([CH3:28])[CH2:7][C:8](=[O:27])[C:9]=2[C:10]=1[CH2:11][C:12]1[CH:17]=[CH:16][CH:15]=[CH:14][C:13]=1[S:18]([C:21]1[CH:26]=[CH:25][CH:24]=[CH:23][CH:22]=1)(=[O:20])=[O:19]. The yield is 0.718.